This data is from Forward reaction prediction with 1.9M reactions from USPTO patents (1976-2016). The task is: Predict the product of the given reaction. (1) Given the reactants C1CCN2C(=NCCC2)CC1.[F:12][C:13]1[C:21]2[N:20]=[C:19](S(C)(=O)=O)[N:18]([CH2:26][O:27][CH2:28][CH2:29][Si:30]([CH3:33])([CH3:32])[CH3:31])[C:17]=2[CH:16]=[C:15]([F:34])[C:14]=1[I:35].[C:36]([Si:40]1([C:50]([CH3:53])([CH3:52])[CH3:51])[O:45][C@H:44]2[C@H:46]([OH:49])[CH2:47][O:48][C@@H:43]2[CH2:42][O:41]1)([CH3:39])([CH3:38])[CH3:37], predict the reaction product. The product is: [C:50]([Si:40]1([C:36]([CH3:39])([CH3:38])[CH3:37])[O:45][C@H:44]2[C@H:46]([O:49][C:19]3[N:18]([CH2:26][O:27][CH2:28][CH2:29][Si:30]([CH3:33])([CH3:32])[CH3:31])[C:17]4[CH:16]=[C:15]([F:34])[C:14]([I:35])=[C:13]([F:12])[C:21]=4[N:20]=3)[CH2:47][O:48][C@@H:43]2[CH2:42][O:41]1)([CH3:53])([CH3:52])[CH3:51]. (2) Given the reactants [C:1]1([S:7]([CH:10]2[CH:16]=[C:15](SC3C=CC=CC=3)[CH2:14][CH2:13][C@@H:12]([O:24][Si](C)(C)C)[C@H:11]2[CH3:29])(=[O:9])=[O:8])[CH:6]=[CH:5][CH:4]=[CH:3][CH:2]=1.[CH3:30][C:31]([Si:34](Cl)([CH3:36])[CH3:35])([CH3:33])[CH3:32].N1C=CN=C1.C1C[O:46]CC1.CCCC[N+](CCCC)(CCCC)CCCC.[F-], predict the reaction product. The product is: [C:1]1([S:7]([C:10]2[C@H:11]([CH3:29])[C@@H:12]([O:24][Si:34]([C:31]([CH3:33])([CH3:32])[CH3:30])([CH3:36])[CH3:35])[C@@H:14]([CH3:13])[C@H:15]([OH:46])[CH:16]=2)(=[O:8])=[O:9])[CH:2]=[CH:3][CH:4]=[CH:5][CH:6]=1. (3) Given the reactants [CH3:1][S:2]([NH2:5])(=[O:4])=[O:3].[H-].[Na+].[H][H].Br[C:11]1[N:21]=[C:20]([C:22]([F:25])([F:24])[F:23])[CH:19]=[CH:18][C:12]=1[C:13]([O:15][CH2:16][CH3:17])=[O:14].[F-].[K+], predict the reaction product. The product is: [CH3:1][S:2]([NH:5][C:11]1[N:21]=[C:20]([C:22]([F:25])([F:23])[F:24])[CH:19]=[CH:18][C:12]=1[C:13]([O:15][CH2:16][CH3:17])=[O:14])(=[O:4])=[O:3]. (4) Given the reactants [N+:1]([C:4]1[CH:9]=[CH:8][CH:7]=[CH:6][C:5]=1[OH:10])([O-:3])=[O:2].[C:11]1(=O)[O:16][C:14](=[O:15])[C:13]2=[CH:17][CH:18]=[CH:19][CH:20]=[C:12]12, predict the reaction product. The product is: [OH:10][C:5]1[CH:6]=[CH:7][C:8]([C:11]2([C:8]3[CH:7]=[CH:6][C:5]([OH:10])=[C:4]([N+:1]([O-:3])=[O:2])[CH:9]=3)[C:12]3[C:13](=[CH:17][CH:18]=[CH:19][CH:20]=3)[C:14](=[O:15])[O:16]2)=[CH:9][C:4]=1[N+:1]([O-:3])=[O:2].